Predict the product of the given reaction. From a dataset of Forward reaction prediction with 1.9M reactions from USPTO patents (1976-2016). (1) Given the reactants [CH3:1][N:2]([C:4]1[CH:5]=[C:6]([CH:11]=[CH:12][C:13]=1[OH:14])[C:7]([O:9][CH3:10])=[O:8])[CH3:3].C(OC([N:22]1[CH2:28][CH2:27][CH2:26][C@H:23]1[CH2:24]O)=O)(C)(C)C.C1C=CC(P(C2C=CC=CC=2)C2C=CC=CC=2)=CC=1.CC(OC(/N=N/C(OC(C)C)=O)=O)C.C(O)(C(F)(F)F)=O, predict the reaction product. The product is: [CH3:1][N:2]([C:4]1[CH:5]=[C:6]([CH:11]=[CH:12][C:13]=1[O:14][CH2:24][CH:23]1[CH2:26][CH2:27][CH2:28][NH:22]1)[C:7]([O:9][CH3:10])=[O:8])[CH3:3]. (2) Given the reactants Cl[C:2]1[C:7]([C:8]#[N:9])=[C:6]([Cl:10])[N:5]=[C:4]([N:11]([CH:13]2[CH2:15][CH2:14]2)C)[N:3]=1.[F:16][C:17]1[CH:22]=[CH:21][C:20]([N:23]2[CH2:28][CH2:27][NH:26][CH2:25][CH2:24]2)=[CH:19][CH:18]=1.[CH2:29](N(C(C)C)C(C)C)C, predict the reaction product. The product is: [Cl:10][C:6]1[C:7]([C:8]#[N:9])=[C:2]([N:26]2[CH2:27][CH2:28][N:23]([C:20]3[CH:19]=[CH:18][C:17]([F:16])=[CH:22][CH:21]=3)[CH2:24][CH2:25]2)[N:3]=[C:4]([NH:11][CH2:13][CH:15]2[CH2:14][CH2:29]2)[N:5]=1. (3) Given the reactants [Cl:1][C:2]1[CH:3]=[CH:4][C:5]([O:33][CH3:34])=[C:6]([C:8]2[N:12](COCC[Si](C)(C)C)[N:11]=[CH:10][C:9]=2[NH:21][C:22]([C:24]2[CH:25]=[N:26][N:27]3[CH:32]=[CH:31][CH:30]=[N:29][C:28]=23)=[O:23])[CH:7]=1.Cl, predict the reaction product. The product is: [Cl:1][C:2]1[CH:3]=[CH:4][C:5]([O:33][CH3:34])=[C:6]([C:8]2[NH:12][N:11]=[CH:10][C:9]=2[NH:21][C:22]([C:24]2[CH:25]=[N:26][N:27]3[CH:32]=[CH:31][CH:30]=[N:29][C:28]=23)=[O:23])[CH:7]=1. (4) Given the reactants [CH3:1][O:2][C:3]1[CH:8]=[CH:7][N:6]=[CH:5][C:4]=1[CH2:9]O.S(Cl)([Cl:13])=O, predict the reaction product. The product is: [Cl:13][CH2:9][C:4]1[CH:5]=[N:6][CH:7]=[CH:8][C:3]=1[O:2][CH3:1]. (5) Given the reactants CC(OI1(OC(C)=O)(OC(C)=O)OC(=O)C2C1=CC=CC=2)=O.ClCCl.N1C=CC=CC=1.[F:32][C:33]1[CH:38]=[CH:37][C:36]([C:39]2[C:51]([CH:52]([OH:64])[C:53]3[CH:58]=[CH:57][C:56]([O:59][C:60]([F:63])([F:62])[F:61])=[CH:55][CH:54]=3)=[C:50]([CH:65]([CH3:67])[CH3:66])[CH:49]=[C:48]3[C:40]=2[C:41](=[O:68])[CH2:42][C:43]2([O:47]3)[CH2:46][CH2:45][CH2:44]2)=[CH:35][CH:34]=1, predict the reaction product. The product is: [F:32][C:33]1[CH:34]=[CH:35][C:36]([C:39]2[C:51]([C:52](=[O:64])[C:53]3[CH:58]=[CH:57][C:56]([O:59][C:60]([F:62])([F:63])[F:61])=[CH:55][CH:54]=3)=[C:50]([CH:65]([CH3:66])[CH3:67])[CH:49]=[C:48]3[C:40]=2[C:41](=[O:68])[CH2:42][C:43]2([O:47]3)[CH2:46][CH2:45][CH2:44]2)=[CH:37][CH:38]=1.